This data is from Catalyst prediction with 721,799 reactions and 888 catalyst types from USPTO. The task is: Predict which catalyst facilitates the given reaction. (1) Reactant: [CH3:1][O:2][C:3]([C:5]1[C:6]([NH:14][C:15]([O:17][CH:18]([CH3:20])[CH3:19])=[O:16])=[C:7]2[C:11](=[CH:12][CH:13]=1)[CH2:10][CH2:9][CH2:8]2)=[O:4].[H-].[Na+].Br[CH2:24][CH2:25][CH2:26][C:27]([O:29][CH2:30][CH3:31])=[O:28]. Product: [CH3:1][O:2][C:3]([C:5]1[C:6]([N:14]([CH2:24][CH2:25][CH2:26][C:27]([O:29][CH2:30][CH3:31])=[O:28])[C:15]([O:17][CH:18]([CH3:20])[CH3:19])=[O:16])=[C:7]2[C:11](=[CH:12][CH:13]=1)[CH2:10][CH2:9][CH2:8]2)=[O:4]. The catalyst class is: 39. (2) Reactant: Cl.[NH:2]1[C:10]2[C:5](=[CH:6][C:7]([NH:11][C:12]3[C:13]4[CH:20]=[C:19]([C:21]5[CH2:22][CH2:23][NH:24][CH2:25][CH:26]=5)[NH:18][C:14]=4[N:15]=[CH:16][N:17]=3)=[CH:8][CH:9]=2)[CH:4]=[N:3]1.CCN(C(C)C)C(C)C.[CH3:36][S:37](Cl)(=[O:39])=[O:38]. Product: [NH:2]1[C:10]2[C:5](=[CH:6][C:7]([NH:11][C:12]3[C:13]4[CH:20]=[C:19]([C:21]5[CH2:22][CH2:23][N:24]([S:37]([CH3:36])(=[O:39])=[O:38])[CH2:25][CH:26]=5)[NH:18][C:14]=4[N:15]=[CH:16][N:17]=3)=[CH:8][CH:9]=2)[CH:4]=[N:3]1. The catalyst class is: 3. (3) Reactant: [CH3:1][O:2][C:3]1[C:23]2[C:22]([CH3:25])([CH3:24])[N:10]3[CH2:11][CH2:12][C:13]4[C:18]([C:9]3=[C:8]([CH3:26])[C:7]=2[CH:6]=[CH:5][C:4]=1[O:27][CH3:28])=[CH:17][C:16]1[O:19][CH2:20][O:21][C:15]=1[CH:14]=4.[BH4-].[Na+]. Product: [CH3:1][O:2][C:3]1[C:23]2[C:22]([CH3:25])([CH3:24])[N:10]3[CH2:11][CH2:12][C:13]4[C:18]([CH:9]3[CH:8]([CH3:26])[C:7]=2[CH:6]=[CH:5][C:4]=1[O:27][CH3:28])=[CH:17][C:16]1[O:19][CH2:20][O:21][C:15]=1[CH:14]=4. The catalyst class is: 5. (4) Reactant: C[O:2][C:3](=[O:21])[C@@H:4]([NH:13][C:14]([O:16][C:17]([CH3:20])([CH3:19])[CH3:18])=[O:15])[CH2:5][C:6]1[CH:11]=[CH:10][C:9]([OH:12])=[CH:8][CH:7]=1.C([O-])([O-])=O.[K+].[K+].[CH:28]([C:31]1[N:35]=[C:34]([N:36]2[CH2:41][CH2:40][CH:39]([CH2:42][CH2:43][CH2:44]OS(C)(=O)=O)[CH2:38][CH2:37]2)[O:33][N:32]=1)([CH3:30])[CH3:29]. Product: [C:17]([O:16][C:14]([NH:13][C@@H:4]([CH2:5][C:6]1[CH:11]=[CH:10][C:9]([O:12][CH2:44][CH2:43][CH2:42][CH:39]2[CH2:40][CH2:41][N:36]([C:34]3[O:33][N:32]=[C:31]([CH:28]([CH3:29])[CH3:30])[N:35]=3)[CH2:37][CH2:38]2)=[CH:8][CH:7]=1)[C:3]([OH:2])=[O:21])=[O:15])([CH3:20])([CH3:19])[CH3:18]. The catalyst class is: 95. (5) Reactant: [Br:1][C:2]1[CH:7]=[CH:6][C:5]([C:8]2[N:9]([CH:18]3[CH2:20][CH2:19]3)[C:10](=[O:17])[N:11]([CH2:13][C:14]([OH:16])=O)[CH:12]=2)=[CH:4][CH:3]=1.[F:21][C:22]([F:33])([F:32])[C:23]1[CH:24]=[C:25]([CH:29]([NH2:31])[CH3:30])[CH:26]=[CH:27][CH:28]=1.C1C=CC2N(O)N=NC=2C=1.CCN=C=NCCCN(C)C.Cl. Product: [Br:1][C:2]1[CH:3]=[CH:4][C:5]([C:8]2[N:9]([CH:18]3[CH2:20][CH2:19]3)[C:10](=[O:17])[N:11]([CH2:13][C:14]([NH:31][CH:29]([C:25]3[CH:26]=[CH:27][CH:28]=[C:23]([C:22]([F:21])([F:32])[F:33])[CH:24]=3)[CH3:30])=[O:16])[CH:12]=2)=[CH:6][CH:7]=1. The catalyst class is: 35. (6) Reactant: [Br:1]Br.[C:3]1([CH:9]2[CH2:14][CH2:13][CH2:12][CH2:11][C:10]2=[O:15])[CH:8]=[CH:7][CH:6]=[CH:5][CH:4]=1. Product: [Br:1][CH:11]1[CH2:12][CH2:13][CH2:14][CH:9]([C:3]2[CH:8]=[CH:7][CH:6]=[CH:5][CH:4]=2)[C:10]1=[O:15]. The catalyst class is: 53. (7) Reactant: [Cl:1][C:2]1[CH:3]=[C:4]([CH:8]=[CH:9][C:10]=1[O:11][CH:12]([CH3:14])[CH3:13])[C:5]([OH:7])=O.CCN=C=NCCCN(C)C.C1C=CC2N(O)N=NC=2C=1.[Br:36][C:37]1[C:38]([CH2:47][CH3:48])=[C:39]([C:43](=[NH:46])[NH:44]O)[CH:40]=[CH:41][CH:42]=1.CCCC[N+](CCCC)(CCCC)CCCC.[F-]. Product: [Br:36][C:37]1[C:38]([CH2:47][CH3:48])=[C:39]([C:43]2[N:44]=[C:5]([C:4]3[CH:8]=[CH:9][C:10]([O:11][CH:12]([CH3:14])[CH3:13])=[C:2]([Cl:1])[CH:3]=3)[O:7][N:46]=2)[CH:40]=[CH:41][CH:42]=1. The catalyst class is: 1. (8) Reactant: [C:1](Cl)(=O)C.N([C:14]([O:16][C:17]([CH3:20])(C)C)=[O:15])[C@H:6]([C:11](O)=O)[CH2:7][CH:8]([CH3:10])[CH3:9].O.CCN(C(C)C)C(C)C.CN(C(ON1N=NC2C=CC=NC1=2)=[N+](C)C)C.F[P-](F)(F)(F)(F)F. Product: [CH3:11][CH2:6][CH2:7][CH:8]([CH3:10])[CH3:9].[CH3:20][CH2:17][O:16][C:14]([CH3:1])=[O:15]. The catalyst class is: 475. (9) Reactant: C([O-])([O-])=O.[K+].[K+].I[CH2:8][CH2:9][N:10]1[C:18]2[C:13](=[N:14][C:15]([O:21][CH3:22])=[C:16]([O:19][CH3:20])[CH:17]=2)[C:12]([C:23]2[N:31]([S:32]([C:35]3[CH:40]=[CH:39][C:38]([CH3:41])=[CH:37][CH:36]=3)(=[O:34])=[O:33])[C:26]3=[N:27][CH:28]=[CH:29][CH:30]=[C:25]3[CH:24]=2)=[CH:11]1.[CH3:42][N:43]1[CH2:48][CH2:47][NH:46][CH2:45][CH2:44]1.Cl. Product: [CH3:22][O:21][C:15]1[N:14]=[C:13]2[C:12]([C:23]3[N:31]([S:32]([C:35]4[CH:36]=[CH:37][C:38]([CH3:41])=[CH:39][CH:40]=4)(=[O:33])=[O:34])[C:26]4=[N:27][CH:28]=[CH:29][CH:30]=[C:25]4[CH:24]=3)=[CH:11][N:10]([CH2:9][CH2:8][N:46]3[CH2:47][CH2:48][N:43]([CH3:42])[CH2:44][CH2:45]3)[C:18]2=[CH:17][C:16]=1[O:19][CH3:20]. The catalyst class is: 23.